The task is: Predict which catalyst facilitates the given reaction.. This data is from Catalyst prediction with 721,799 reactions and 888 catalyst types from USPTO. (1) Reactant: C([O-])([O-])=O.[K+].[K+].[CH3:7][NH:8][CH2:9][C:10]1[CH:15]=[CH:14][CH:13]=[CH:12][CH:11]=1.Br[CH2:17][CH2:18][CH:19]1[CH2:21][O:20]1. Product: [CH2:9]([N:8]([CH3:7])[CH2:17][CH2:18][CH:19]1[CH2:21][O:20]1)[C:10]1[CH:15]=[CH:14][CH:13]=[CH:12][CH:11]=1. The catalyst class is: 21. (2) Reactant: [Cl:1][C:2]1[CH:7]=[CH:6][CH:5]=[C:4]([Cl:8])[C:3]=1[CH2:9][S:10]([C:13]1[CH:14]=[C:15]2[C:19](=[CH:20][CH:21]=1)[NH:18][C:17](=[O:22])[CH2:16]2)(=[O:12])=[O:11].[CH:23]1([CH2:26][N:27]2[CH2:32][CH2:31][N:30]([CH2:33][C:34]3[C:35]([CH3:42])=[C:36]([CH:40]=O)[NH:37][C:38]=3[CH3:39])[CH2:29][CH2:28]2)[CH2:25][CH2:24]1. Product: [CH:23]1([CH2:26][N:27]2[CH2:32][CH2:31][N:30]([CH2:33][C:34]3[C:35]([CH3:42])=[C:36](/[CH:40]=[C:16]4\[C:17](=[O:22])[NH:18][C:19]5[C:15]\4=[CH:14][C:13]([S:10]([CH2:9][C:3]4[C:2]([Cl:1])=[CH:7][CH:6]=[CH:5][C:4]=4[Cl:8])(=[O:12])=[O:11])=[CH:21][CH:20]=5)[NH:37][C:38]=3[CH3:39])[CH2:29][CH2:28]2)[CH2:25][CH2:24]1. The catalyst class is: 360. (3) Reactant: C[O:2][C:3](=[O:21])[C:4]1[C:9]([CH2:10][C:11]([O:13]C)=[O:12])=[CH:8][CH:7]=[CH:6][C:5]=1[CH2:15][CH2:16][S:17]C(=O)C.[OH-].[K+]. Product: [C:11]([CH2:10][C:9]1[CH:8]=[CH:7][CH:6]=[C:5]([CH2:15][CH2:16][SH:17])[C:4]=1[C:3]([OH:21])=[O:2])([OH:13])=[O:12]. The catalyst class is: 14.